Dataset: Forward reaction prediction with 1.9M reactions from USPTO patents (1976-2016). Task: Predict the product of the given reaction. (1) Given the reactants [CH3:1][O:2][C:3](=[O:17])[C:4]1[CH:9]=[CH:8][C:7]([O:10][CH2:11][CH2:12][O:13][CH3:14])=[C:6]([O:15][CH3:16])[CH:5]=1.O.[N+:19]([O-])([OH:21])=[O:20], predict the reaction product. The product is: [CH3:1][O:2][C:3](=[O:17])[C:4]1[CH:5]=[C:6]([O:15][CH3:16])[C:7]([O:10][CH2:11][CH2:12][O:13][CH3:14])=[CH:8][C:9]=1[N+:19]([O-:21])=[O:20]. (2) Given the reactants I[C:2]1[CH:7]=[CH:6][C:5]([C:8]([N:10]2[CH2:15][CH2:14][N:13]([C:16]3[C:21]([CH3:22])=[CH:20][C:19]([CH3:23])=[C:18]([CH3:24])[N:17]=3)[CH2:12][CH2:11]2)=[O:9])=[CH:4][CH:3]=1.[S:25]1(=[O:31])(=[O:30])[CH2:29][CH2:28][CH2:27][NH:26]1, predict the reaction product. The product is: [O:30]=[S:25]1(=[O:31])[CH2:29][CH2:28][CH2:27][N:26]1[C:2]1[CH:7]=[CH:6][C:5]([C:8]([N:10]2[CH2:15][CH2:14][N:13]([C:16]3[C:21]([CH3:22])=[CH:20][C:19]([CH3:23])=[C:18]([CH3:24])[N:17]=3)[CH2:12][CH2:11]2)=[O:9])=[CH:4][CH:3]=1.